From a dataset of Peptide-MHC class I binding affinity with 185,985 pairs from IEDB/IMGT. Regression. Given a peptide amino acid sequence and an MHC pseudo amino acid sequence, predict their binding affinity value. This is MHC class I binding data. (1) The peptide sequence is KQWRGDKML. The MHC is HLA-B27:05 with pseudo-sequence HLA-B27:05. The binding affinity (normalized) is 0.588. (2) The peptide sequence is EMCEDTVTY. The MHC is HLA-B35:01 with pseudo-sequence HLA-B35:01. The binding affinity (normalized) is 0.397. (3) The peptide sequence is TVIYRGTTF. The MHC is HLA-B15:01 with pseudo-sequence HLA-B15:01. The binding affinity (normalized) is 0.494. (4) The peptide sequence is QKEEAAICGQMDLS. The MHC is HLA-B58:01 with pseudo-sequence HLA-B58:01. The binding affinity (normalized) is 0. (5) The peptide sequence is CVMASSVLL. The MHC is HLA-A68:02 with pseudo-sequence HLA-A68:02. The binding affinity (normalized) is 0.965.